This data is from Peptide-MHC class I binding affinity with 185,985 pairs from IEDB/IMGT. The task is: Regression. Given a peptide amino acid sequence and an MHC pseudo amino acid sequence, predict their binding affinity value. This is MHC class I binding data. (1) The peptide sequence is DLAEWVPRV. The MHC is HLA-A02:01 with pseudo-sequence HLA-A02:01. The binding affinity (normalized) is 0.865. (2) The peptide sequence is HLRGFSKSI. The MHC is HLA-A01:01 with pseudo-sequence HLA-A01:01. The binding affinity (normalized) is 0. (3) The peptide sequence is KCWLVSNGSY. The MHC is HLA-A26:01 with pseudo-sequence HLA-A26:01. The binding affinity (normalized) is 0. (4) The peptide sequence is PASTNRQSGR. The MHC is HLA-A02:02 with pseudo-sequence HLA-A02:02. The binding affinity (normalized) is 0.157. (5) The peptide sequence is NMLREGLSP. The MHC is HLA-A26:01 with pseudo-sequence HLA-A26:01. The binding affinity (normalized) is 0.0847. (6) The peptide sequence is GSNRPWVSF. The MHC is HLA-A03:01 with pseudo-sequence HLA-A03:01. The binding affinity (normalized) is 0.0847. (7) The peptide sequence is PLILAYFPVFRFL. The MHC is HLA-B18:01 with pseudo-sequence HLA-B18:01. The binding affinity (normalized) is 0.